This data is from Forward reaction prediction with 1.9M reactions from USPTO patents (1976-2016). The task is: Predict the product of the given reaction. (1) Given the reactants [NH2:1][C:2]1[CH:3]=[CH:4][C:5]([N:9]2[C:13](=[O:14])[CH2:12][C@@H:11]([NH:15][C:16](=[O:25])[O:17][CH2:18][C:19]3[CH:24]=[CH:23][CH:22]=[CH:21][CH:20]=3)[CH2:10]2)=[N:6][C:7]=1[CH3:8].[Cl:26][CH2:27][CH2:28][O:29][CH2:30][C:31](Cl)=[O:32].C(N(CC)CC)C.O, predict the reaction product. The product is: [Cl:26][CH2:27][CH2:28][O:29][CH2:30][C:31]([NH:1][C:2]1[CH:3]=[CH:4][C:5]([N:9]2[C:13](=[O:14])[CH2:12][C@@H:11]([NH:15][C:16](=[O:25])[O:17][CH2:18][C:19]3[CH:20]=[CH:21][CH:22]=[CH:23][CH:24]=3)[CH2:10]2)=[N:6][C:7]=1[CH3:8])=[O:32]. (2) Given the reactants [NH:1]1[C:9]2[C:4](=[CH:5][CH:6]=[CH:7][CH:8]=2)[CH2:3][CH:2]1[CH2:10][OH:11].C1COCC1.C(=O)(O)[O-].[Na+].[CH2:22]([O:29][C:30](Cl)=[O:31])[C:23]1[CH:28]=[CH:27][CH:26]=[CH:25][CH:24]=1, predict the reaction product. The product is: [OH:11][CH2:10][CH:2]1[CH2:3][C:4]2[C:9](=[CH:8][CH:7]=[CH:6][CH:5]=2)[N:1]1[C:30]([O:29][CH2:22][C:23]1[CH:28]=[CH:27][CH:26]=[CH:25][CH:24]=1)=[O:31]. (3) Given the reactants C(O[N:5]=[C:6]([C:8]1[CH:13]=[CH:12][CH:11]=[C:10]([CH3:14])[C:9]=1[OH:15])[CH3:7])(=O)C, predict the reaction product. The product is: [CH3:7][C:6]1[C:8]2[CH:13]=[CH:12][CH:11]=[C:10]([CH3:14])[C:9]=2[O:15][N:5]=1. (4) Given the reactants [Cl:1][C:2]1[CH:3]=[C:4]([C:10]2[CH:11]=[C:12]3[C:17](=[CH:18][CH:19]=2)[N:16]=[CH:15][C:14]([C:20](=[O:22])[CH3:21])=[C:13]3[NH:23][C@H:24]2[CH2:29][CH2:28][C@H:27]([CH2:30][N:31]([CH3:33])[CH3:32])[CH2:26][CH2:25]2)[CH:5]=[C:6]([F:9])[C:7]=1[OH:8].[ClH:34], predict the reaction product. The product is: [ClH:1].[ClH:34].[Cl:1][C:2]1[CH:3]=[C:4]([C:10]2[CH:11]=[C:12]3[C:17](=[CH:18][CH:19]=2)[N:16]=[CH:15][C:14]([C:20](=[O:22])[CH3:21])=[C:13]3[NH:23][C@H:24]2[CH2:29][CH2:28][C@H:27]([CH2:30][N:31]([CH3:32])[CH3:33])[CH2:26][CH2:25]2)[CH:5]=[C:6]([F:9])[C:7]=1[OH:8]. (5) Given the reactants [CH3:1][C:2]1[CH:7]=[C:6]([CH3:8])[CH:5]=[C:4]([CH3:9])[C:3]=1[S:10]([N:13]([C:28]1[CH:33]=[CH:32][C:31]([O:34][CH2:35][CH2:36][N:37]2[CH2:41][CH2:40][CH2:39][CH2:38]2)=[CH:30][CH:29]=1)[CH2:14][C:15]1[CH:20]=[CH:19][CH:18]=[CH:17][C:16]=1[O:21]C1CCCCO1)(=[O:12])=[O:11].Cl.C(=O)(O)[O-].[Na+], predict the reaction product. The product is: [OH:21][C:16]1[CH:17]=[CH:18][CH:19]=[CH:20][C:15]=1[CH2:14][N:13]([C:28]1[CH:33]=[CH:32][C:31]([O:34][CH2:35][CH2:36][N:37]2[CH2:41][CH2:40][CH2:39][CH2:38]2)=[CH:30][CH:29]=1)[S:10]([C:3]1[C:4]([CH3:9])=[CH:5][C:6]([CH3:8])=[CH:7][C:2]=1[CH3:1])(=[O:12])=[O:11]. (6) Given the reactants [CH3:1][N:2]1[C:7]([CH3:8])=[CH:6][C:5]([OH:9])=[C:4]([C:10]([O:12]CC)=O)[C:3]1=[O:15].[NH2:16][C:17]1[S:18][CH:19]=[C:20]([CH2:22][CH3:23])[N:21]=1.BrC1C=CC=CC=1, predict the reaction product. The product is: [CH3:1][N:2]1[C:7]([CH3:8])=[CH:6][C:5]([OH:9])=[C:4]([C:10]([NH:16][C:17]2[S:18][CH:19]=[C:20]([CH2:22][CH3:23])[N:21]=2)=[O:12])[C:3]1=[O:15]. (7) Given the reactants Br[C:2]1[CH:7]=[CH:6][C:5]([Cl:8])=[CH:4][C:3]=1[CH3:9].CC1(C)C(C)(C)OB([C:18]2[CH:28]=[CH:27][CH:26]=[CH:25][C:19]=2[C:20]([O:22][CH2:23][CH3:24])=[O:21])O1.C1(C)C=CC=CC=1.P([O-])([O-])([O-])=O.[K+].[K+].[K+], predict the reaction product. The product is: [Cl:8][C:5]1[CH:6]=[CH:7][C:2]([C:18]2[C:19]([C:20]([O:22][CH2:23][CH3:24])=[O:21])=[CH:25][CH:26]=[CH:27][CH:28]=2)=[C:3]([CH3:9])[CH:4]=1.